Predict the reactants needed to synthesize the given product. From a dataset of Full USPTO retrosynthesis dataset with 1.9M reactions from patents (1976-2016). Given the product [C:9](=[O:58])([O:8][CH2:1][C:2]1[CH:3]=[CH:4][CH:5]=[CH:6][CH:7]=1)[NH2:10], predict the reactants needed to synthesize it. The reactants are: [CH2:1]([O:8][C:9](=[O:58])[NH:10]C1C(C(NC2C=NC=CC=2N2C[C@H](C)[C@H](N3C=CN=N3)[C@H](NC(OC(C)(C)C)=O)C2)=O)=NC2C(C=1)=CC=C(N1CCN(C)C(=O)C1)C=2)[C:2]1[CH:7]=[CH:6][CH:5]=[CH:4][CH:3]=1.[H][H].